This data is from Full USPTO retrosynthesis dataset with 1.9M reactions from patents (1976-2016). The task is: Predict the reactants needed to synthesize the given product. (1) Given the product [CH2:21]([O:1][C:2]1[CH:3]=[C:4]2[C:9](=[CH:10][CH:11]=1)[N:8]=[C:7]([C:12]([O:14][CH2:5][C:4]1[CH:9]=[CH:10][CH:11]=[CH:2][CH:3]=1)=[O:13])[CH:6]=[CH:5]2)[C:22]1[CH:27]=[CH:26][CH:25]=[CH:24][CH:23]=1, predict the reactants needed to synthesize it. The reactants are: [OH:1][C:2]1[CH:3]=[C:4]2[C:9](=[CH:10][CH:11]=1)[N:8]=[C:7]([C:12]([OH:14])=[O:13])[CH:6]=[CH:5]2.C(=O)([O-])[O-].[K+].[K+].[CH2:21](Br)[C:22]1[CH:27]=[CH:26][CH:25]=[CH:24][CH:23]=1.Cl. (2) Given the product [C:19]([O:23][C:24](=[O:27])[CH2:25][S:18][C:9]([NH:8][CH2:1][C:2]1[CH:3]=[CH:4][CH:5]=[CH:6][CH:7]=1)=[C:10]1[C:15](=[O:16])[CH2:14][CH2:13][CH2:12][C:11]1=[O:17])([CH3:22])([CH3:21])[CH3:20], predict the reactants needed to synthesize it. The reactants are: [CH2:1]([NH:8][C:9]([SH:18])=[C:10]1[C:15](=[O:16])[CH2:14][CH2:13][CH2:12][C:11]1=[O:17])[C:2]1[CH:7]=[CH:6][CH:5]=[CH:4][CH:3]=1.[C:19]([O:23][C:24](=[O:27])[CH2:25]Br)([CH3:22])([CH3:21])[CH3:20].C(=O)([O-])[O-].[K+].[K+].O.